Task: Predict the product of the given reaction.. Dataset: Forward reaction prediction with 1.9M reactions from USPTO patents (1976-2016) Given the reactants C(N(CC)CC)C.[O:8]1[CH2:13][CH2:12][CH2:11][CH2:10][CH:9]1[O:14][CH2:15][CH2:16][O:17][C:18]1[CH:19]=[C:20]([N:24]2[C:28]([NH:29][C:30](=[O:38])OC3C=CC=CC=3)=[CH:27][C:26]([C:39]([CH3:42])([CH3:41])[CH3:40])=[N:25]2)[CH:21]=[CH:22][CH:23]=1.[NH2:43][CH2:44][C:45]1[CH:71]=[CH:70][CH:69]=[CH:68][C:46]=1[CH2:47][O:48][C:49]1[CH:54]=[C:53]([CH3:55])[N:52]([CH2:56][C:57]2[CH:62]=[CH:61][C:60]([O:63][CH3:64])=[C:59]([Cl:65])[CH:58]=2)[C:51](=[O:66])[C:50]=1[Cl:67], predict the reaction product. The product is: [Cl:65][C:59]1[CH:58]=[C:57]([CH:62]=[CH:61][C:60]=1[O:63][CH3:64])[CH2:56][N:52]1[C:53]([CH3:55])=[CH:54][C:49]([O:48][CH2:47][C:46]2[CH:68]=[CH:69][CH:70]=[CH:71][C:45]=2[CH2:44][NH:43][C:30]([NH:29][C:28]2[N:24]([C:20]3[CH:21]=[CH:22][CH:23]=[C:18]([O:17][CH2:16][CH2:15][O:14][CH:9]4[CH2:10][CH2:11][CH2:12][CH2:13][O:8]4)[CH:19]=3)[N:25]=[C:26]([C:39]([CH3:40])([CH3:41])[CH3:42])[CH:27]=2)=[O:38])=[C:50]([Cl:67])[C:51]1=[O:66].